From a dataset of Full USPTO retrosynthesis dataset with 1.9M reactions from patents (1976-2016). Predict the reactants needed to synthesize the given product. (1) Given the product [ClH:19].[ClH:38].[CH3:1][O:2][C:3]1[CH:4]=[C:5]2[C:10](=[CH:11][C:12]=1[O:13][CH3:14])[C:9]([CH2:15][CH2:16][CH3:17])=[N:8][C:7]([OH:18])=[C:6]2[CH2:20][C:21]1[C:22]([NH:33][CH2:34][CH2:35][CH3:36])=[N:23][C:24]2[C:29]([CH:30]=1)=[CH:28][C:27]([O:31][CH3:32])=[CH:26][CH:25]=2, predict the reactants needed to synthesize it. The reactants are: [CH3:1][O:2][C:3]1[CH:4]=[C:5]2[C:10](=[CH:11][C:12]=1[O:13][CH3:14])[C:9]([CH2:15][CH2:16][CH3:17])=[N:8][C:7]([OH:18])=[CH:6]2.[Cl:19][CH2:20][C:21]1[C:22]([NH:33][CH2:34][CH2:35][CH3:36])=[N:23][C:24]2[C:29]([CH:30]=1)=[CH:28][C:27]([O:31][CH3:32])=[CH:26][CH:25]=2.Cl.[Cl:38]CC1C(NCCC)=NC2C(C=1)=CC(OC)=CC=2. (2) Given the product [C:12]([O:11][C:9]([N:4]1[C:3]2[C:16](=[CH:17][CH:18]=[CH:19][CH:2]=2)[CH:6]([CH2:7][Cl:8])[CH2:5]1)=[O:10])([CH3:15])([CH3:14])[CH3:13], predict the reactants needed to synthesize it. The reactants are: Br[C:2]1[CH:19]=[CH:18][CH:17]=[CH:16][C:3]=1[N:4]([C:9]([O:11][C:12]([CH3:15])([CH3:14])[CH3:13])=[O:10])[CH2:5][CH:6]=[CH:7][Cl:8].CC(N=NC(C#N)(C)C)(C#N)C.N#N.CCCC[SnH](CCCC)CCCC. (3) Given the product [NH2:36][C:37]1([CH3:43])[CH2:42][CH2:41][N:40]([CH2:9][C:10]2[CH:11]=[CH:12][N:13]3[C:18]=2[C:17]([NH:19][C:20]2[CH:25]=[CH:24][C:23]([O:26][CH2:27][C:28]4[CH:33]=[CH:32][CH:31]=[C:30]([F:34])[CH:29]=4)=[C:22]([Cl:35])[CH:21]=2)=[N:16][CH:15]=[N:14]3)[CH2:39][CH2:38]1, predict the reactants needed to synthesize it. The reactants are: C1(S([CH2:9][C:10]2[CH:11]=[CH:12][N:13]3[C:18]=2[C:17]([NH:19][C:20]2[CH:25]=[CH:24][C:23]([O:26][CH2:27][C:28]4[CH:33]=[CH:32][CH:31]=[C:30]([F:34])[CH:29]=4)=[C:22]([Cl:35])[CH:21]=2)=[N:16][CH:15]=[N:14]3)=O)C=CC=CC=1.[NH2:36][C:37]1([CH3:43])[CH2:42][CH2:41][NH:40][CH2:39][CH2:38]1.NC1CCN(CC2C=CN3C=2C(NC2C=CC(OCC4C=CC=C(F)C=4)=C(Cl)C=2)=NC=N3)CC1.C(O)(C(F)(F)F)=O. (4) Given the product [Cl:9][C:10]1[CH:15]=[C:14]([Cl:16])[CH:13]=[C:12]([N+:17]([O-:19])=[O:18])[C:11]=1[O:4][CH3:1], predict the reactants needed to synthesize it. The reactants are: [C:1](=[O:4])([O-])[O-].[K+].[K+].IC.[Cl:9][C:10]1[CH:15]=[C:14]([Cl:16])[CH:13]=[C:12]([N+:17]([O-:19])=[O:18])[C:11]=1O. (5) Given the product [CH2:44]([NH:43][C:16]1[C:17]2[S:22][CH2:21][CH2:20][C:18]=2[N:19]=[C:14]([N:11]2[CH2:12][CH2:13][N:8]([C:5]3[CH:6]=[CH:7][C:2]([NH:35][C:27](=[O:34])[C:28]4[CH:33]=[CH:32][N:31]=[CH:30][CH:29]=4)=[CH:3][CH:4]=3)[CH2:9][CH2:10]2)[N:15]=1)[CH2:45][CH3:46], predict the reactants needed to synthesize it. The reactants are: I[C:2]1[CH:7]=[CH:6][C:5]([N:8]2[CH2:13][CH2:12][N:11]([C:14]3[N:15]=[C:16](CCCN)[C:17]4[S:22][CH2:21][CH2:20][C:18]=4[N:19]=3)[CH2:10][CH2:9]2)=[CH:4][CH:3]=1.[C:27]([NH2:35])(=[O:34])[C:28]1[CH:33]=[CH:32][N:31]=[CH:30][CH:29]=1.C(=O)([O-])[O-].[K+].[K+].C[N:43](C)[C@@H:44]1CCC[CH2:46][C@H:45]1N. (6) Given the product [NH2:28][C:26](=[O:27])[CH2:25][C:19]1([NH:18][C:10]([C:7]2[CH:6]=[C:5]([O:13][CH2:14][CH:15]([F:17])[F:16])[C:4]([CH:1]3[CH2:2][CH2:3]3)=[CH:9][N:8]=2)=[O:12])[CH2:20][S:21](=[O:23])(=[O:24])[CH2:22]1, predict the reactants needed to synthesize it. The reactants are: [CH:1]1([C:4]2[C:5]([O:13][CH2:14][CH:15]([F:17])[F:16])=[CH:6][C:7]([C:10]([OH:12])=O)=[N:8][CH:9]=2)[CH2:3][CH2:2]1.[NH2:18][C:19]1([CH2:25][C:26]([NH2:28])=[O:27])[CH2:22][S:21](=[O:24])(=[O:23])[CH2:20]1. (7) Given the product [O:9]1[C:14]2[CH:15]=[CH:16][C:17]([C:5](=[O:7])[CH3:6])=[CH:18][C:13]=2[CH2:12][CH2:11][CH2:10]1, predict the reactants needed to synthesize it. The reactants are: [Cl-].[Al+3].[Cl-].[Cl-].[C:5](Cl)(=[O:7])[CH3:6].[O:9]1[C:14]2[CH:15]=[CH:16][CH:17]=[CH:18][C:13]=2[CH2:12][CH2:11][CH2:10]1. (8) Given the product [F:1][C:2]1[CH:11]=[C:10]([C:12]2[N:17]=[C:16]3[N:18]([CH2:21][C:22]4[CH:23]=[C:24]5[C:29](=[CH:30][CH:31]=4)[N:28]=[CH:27][CH:26]=[CH:25]5)[N:19]=[N:20][C:15]3=[CH:14][CH:13]=2)[CH:9]=[CH:8][C:3]=1[O:39][CH:40]1[CH2:45][CH2:44][O:43][CH2:42][CH2:41]1, predict the reactants needed to synthesize it. The reactants are: [F:1][C:2]1[CH:11]=[C:10]([C:12]2[N:17]=[C:16]3[N:18]([CH2:21][C:22]4[CH:23]=[C:24]5[C:29](=[CH:30][CH:31]=4)[N:28]=[CH:27][CH:26]=[CH:25]5)[N:19]=[N:20][C:15]3=[CH:14][CH:13]=2)[CH:9]=[CH:8][C:3]=1C(NC)=O.FC1C=C(B2OC(C)(C)C(C)(C)O2)C=CC=1[O:39][CH:40]1[CH2:45][CH2:44][O:43][CH2:42][CH2:41]1.C(=O)([O-])[O-].[K+].[K+].O1CCOCC1. (9) Given the product [CH2:13]([C@H:10]1[CH2:11][CH2:12][C@H:7]([CH:6]([OH:16])[CH2:5][CH2:4][OH:3])[CH2:8][CH2:9]1)[CH2:14][CH3:15], predict the reactants needed to synthesize it. The reactants are: C([O:3][C:4](=O)[CH2:5][C:6](=[O:16])[C@H:7]1[CH2:12][CH2:11][C@H:10]([CH2:13][CH2:14][CH3:15])[CH2:9][CH2:8]1)C.[BH4-].[Na+].